Dataset: Full USPTO retrosynthesis dataset with 1.9M reactions from patents (1976-2016). Task: Predict the reactants needed to synthesize the given product. Given the product [CH:32]1([C:30](=[O:31])[CH2:29][N:23]2[CH2:22][CH2:21][CH:20]([N:16]3[C:15]4[CH:26]=[CH:27][C:12]([S:9]([CH3:8])(=[O:10])=[O:11])=[CH:13][C:14]=4[NH:18][C:17]3=[O:19])[CH2:25][CH2:24]2)[CH2:37][CH2:36][CH2:35][CH2:34][CH2:33]1, predict the reactants needed to synthesize it. The reactants are: FC(F)(F)C(O)=O.[CH3:8][S:9]([C:12]1[CH:27]=[CH:26][C:15]2[N:16]([CH:20]3[CH2:25][CH2:24][NH:23][CH2:22][CH2:21]3)[C:17](=[O:19])[NH:18][C:14]=2[CH:13]=1)(=[O:11])=[O:10].Cl[CH2:29][C:30]([CH:32]1[CH2:37][CH2:36][CH2:35][CH2:34][CH2:33]1)=[O:31].